From a dataset of Reaction yield outcomes from USPTO patents with 853,638 reactions. Predict the reaction yield, written as a fraction of the theoretical maximum amount of product (1.0 means a 100% yield; for example, 0.34 means a 34% yield). (1) The reactants are [Cl:1][C:2]1[C:6]([CH3:7])=[C:5]([C:8]2[CH:9]=[C:10]([C:13]([O:15]C)=[O:14])[S:11][CH:12]=2)[N:4]([CH3:17])[N:3]=1.[OH-].[Na+]. The catalyst is O1CCCC1. The product is [Cl:1][C:2]1[C:6]([CH3:7])=[C:5]([C:8]2[CH:9]=[C:10]([C:13]([OH:15])=[O:14])[S:11][CH:12]=2)[N:4]([CH3:17])[N:3]=1. The yield is 0.660. (2) The reactants are [CH3:1][O:2][C:3]1[CH:4]=[C:5]2[C:10](=[CH:11][C:12]=1[O:13][CH3:14])[N:9]=[CH:8][CH:7]=[C:6]2[O:15][C:16]1[CH:22]=[CH:21][C:19]([NH2:20])=[C:18]([CH3:23])[C:17]=1[CH3:24].C1(C)C=CC=CC=1.C(N(CC)CC)C.Cl[C:40](Cl)([O:42][C:43](=[O:49])OC(Cl)(Cl)Cl)Cl.[F:51][C:52]1[CH:59]=[CH:58][C:55](CO)=[CH:54][CH:53]=1. The catalyst is C(Cl)Cl. The product is [CH3:1][O:2][C:3]1[CH:4]=[C:5]2[C:10](=[CH:11][C:12]=1[O:13][CH3:14])[N:9]=[CH:8][CH:7]=[C:6]2[O:15][C:16]1[CH:22]=[CH:21][C:19]([NH:20][C:43](=[O:49])[O:42][CH2:40][C:55]2[CH:58]=[CH:59][C:52]([F:51])=[CH:53][CH:54]=2)=[C:18]([CH3:23])[C:17]=1[CH3:24]. The yield is 0.620. (3) The reactants are [CH3:1][O:2][CH2:3][CH2:4][O:5][C:6]1[CH:7]=[C:8]2[C:12](=[C:13]([N+:15]([O-])=O)[CH:14]=1)[NH:11][C:10]([C:18]([O:20][CH2:21][CH3:22])=[O:19])=[CH:9]2. The yield is 0.990. The product is [NH2:15][C:13]1[CH:14]=[C:6]([O:5][CH2:4][CH2:3][O:2][CH3:1])[CH:7]=[C:8]2[C:12]=1[NH:11][C:10]([C:18]([O:20][CH2:21][CH3:22])=[O:19])=[CH:9]2. The catalyst is [C].[Pd].O1CCCC1. (4) The reactants are [NH:1]1[C:11]2[C:6](=[CH:7][CH:8]=[CH:9][CH:10]=2)[C:4](=O)[C:2]1=[O:3].[C:12]([NH:20][NH2:21])(=[O:19])[C:13]1[CH:18]=[CH:17][CH:16]=[CH:15][CH:14]=1. The yield is 0.781. No catalyst specified. The product is [CH2:2]([N:1]1[C:11]2[C:6](=[CH:7][CH:8]=[CH:9][CH:10]=2)/[C:4](=[N:21]/[NH:20][C:12](=[O:19])[C:13]2[CH:18]=[CH:17][CH:16]=[CH:15][CH:14]=2)/[C:2]1=[O:3])[CH2:4][CH2:6][CH2:7][CH3:8]. (5) The reactants are [Br:1][C:2]1[CH:7]=[CH:6][C:5]([C:8]([C:10]2[CH:15]=[CH:14][CH:13]=[C:12]([OH:16])[CH:11]=2)=O)=[CH:4][C:3]=1[F:17].[C:18]1(=O)[CH2:24][CH2:23][CH2:22][CH2:21][CH2:20][CH2:19]1. No catalyst specified. The product is [Br:1][C:2]1[CH:7]=[CH:6][C:5]([C:8](=[C:18]2[CH2:24][CH2:23][CH2:22][CH2:21][CH2:20][CH2:19]2)[C:10]2[CH:11]=[C:12]([OH:16])[CH:13]=[CH:14][CH:15]=2)=[CH:4][C:3]=1[F:17]. The yield is 0.930.